From a dataset of Forward reaction prediction with 1.9M reactions from USPTO patents (1976-2016). Predict the product of the given reaction. (1) Given the reactants [Br:1][C:2]1[CH:16]=[CH:15][C:5]([N:6]([CH2:11][CH:12]([CH3:14])[CH3:13])[CH2:7][CH:8]([CH3:10])[CH3:9])=[C:4]([N+:17]([O-:19])=[O:18])[CH:3]=1.[Cl:20]N1C(=O)CCC1=O, predict the reaction product. The product is: [Br:1][C:2]1[CH:3]=[C:4]([N+:17]([O-:19])=[O:18])[C:5]([N:6]([CH2:7][CH:8]([CH3:9])[CH3:10])[CH2:11][CH:12]([CH3:14])[CH3:13])=[C:15]([Cl:20])[CH:16]=1. (2) Given the reactants [C:1]([O:5][CH2:6][C:7]([CH2:36][O:37][C:38](=[O:41])[CH:39]=[CH2:40])([CH2:14][O:15][CH2:16][C:17]([CH2:30][O:31]C(=O)C=C)([CH2:24][O:25][C:26](=[O:29])[CH:27]=[CH2:28])[CH2:18][O:19][C:20](=[O:23])[CH:21]=[CH2:22])[CH2:8][O:9][C:10](=[O:13])[CH:11]=[CH2:12])(=[O:4])[CH:2]=[CH2:3].CC[C:44]1[CH:49]=[C:48]2C([C:44]3[C:49](S[C:47]2=[C:46](CC)[CH:45]=1)=[CH:48][CH:47]=[CH:46][CH:45]=3)=O, predict the reaction product. The product is: [C:20]([O:19][CH2:18][C:17]([CH2:30][OH:31])([CH2:16][O:15][CH2:14][C:7]([CH2:8][O:9][C:10](=[O:13])[CH:11]=[CH2:12])([CH2:36][O:37][C:38](=[O:41])[CH:39]=[CH2:40])[CH2:6][O:5][C:1](=[O:4])[CH:2]=[CH2:3])[CH2:24][O:25][C:26](=[O:29])[CH:27]=[CH2:28])(=[O:23])[CH:21]=[CH2:22].[C:44]1(=[O:4])[CH2:49][CH2:48][CH2:47][CH2:46][CH2:45]1. (3) Given the reactants [C:1](=[O:8])([O:3]C(C)(C)C)[NH2:2].[OH-].[Na+].ClOC(C)(C)C.CC[C@@H]1[C@@H]2C[C@H]([C@@H](OC3C4C(=CC=CC=4)C(O[C@@H](C4C=CN=C5C=4C=C(OC)C=C5)[C@@H]4N5C[C@H](CC)[C@@H](CC5)C4)=NN=3)C3C=CN=C4C=3C=C(OC)C=C4)N(CC2)C1.[Br:75][C:76]1[CH:77]=[N:78][CH:79]=[C:80](/[CH:82]=[CH:83]/[C:84]2[CH:89]=[C:88]([F:90])[C:87]([F:91])=[CH:86][C:85]=2[F:92])[CH:81]=1.O.O.O.O.O.S([O-])([O-])(=O)=S.[Na+].[Na+].CC(C)([O-])C.[K+], predict the reaction product. The product is: [Br:75][C:76]1[CH:81]=[C:80]([C@@H:82]2[C@@H:83]([C:84]3[CH:89]=[C:88]([F:90])[C:87]([F:91])=[CH:86][C:85]=3[F:92])[O:8][C:1](=[O:3])[NH:2]2)[CH:79]=[N:78][CH:77]=1. (4) Given the reactants [CH:1]([NH:4][C:5]([C:7]1[C:15]2[C:11](=[CH:12][NH:13][N:14]=2)[CH:10]=[C:9]([CH3:16])[C:8]=1[NH:17][C:18]([C:20]1[N:21]([C:27]2[C:32]([Cl:33])=[CH:31][CH:30]=[CH:29][N:28]=2)[N:22]=[C:23]([O:25][CH3:26])[CH:24]=1)=[O:19])=[O:6])([CH3:3])[CH3:2].C(N(CC)CC)C.Cl[C:42]([S:44][CH2:45][CH2:46][CH2:47][CH2:48][CH2:49][CH2:50][CH2:51][CH3:52])=[O:43], predict the reaction product. The product is: [CH2:45]([S:44][C:42]([N:13]1[CH:12]=[C:11]2[C:15]([C:7]([C:5](=[O:6])[NH:4][CH:1]([CH3:3])[CH3:2])=[C:8]([NH:17][C:18]([C:20]3[N:21]([C:27]4[C:32]([Cl:33])=[CH:31][CH:30]=[CH:29][N:28]=4)[N:22]=[C:23]([O:25][CH3:26])[CH:24]=3)=[O:19])[C:9]([CH3:16])=[CH:10]2)=[N:14]1)=[O:43])[CH2:46][CH2:47][CH2:48][CH2:49][CH2:50][CH2:51][CH3:52]. (5) Given the reactants [F:1][C:2]1[CH:3]=[C:4]([CH:6]=[CH:7][C:8]=1[F:9])[NH2:5].[CH:10](O)=[O:11], predict the reaction product. The product is: [F:1][C:2]1[CH:3]=[C:4]([NH:5][CH:10]=[O:11])[CH:6]=[CH:7][C:8]=1[F:9]. (6) Given the reactants [CH3:1][C:2]1[CH:11]=[CH:10][C:9]2[C:4](=[CH:5][CH:6]=[CH:7][C:8]=2[N:12]2[CH2:17][CH2:16][N:15]([CH2:18][CH2:19][C:20]3[CH:21]=[C:22]([CH:24]=[CH:25][CH:26]=3)[NH2:23])[CH2:14][CH2:13]2)[N:3]=1.[Cl:27][C:28]1[C:38]([Cl:39])=[CH:37][C:31]2[C:32](=O)[O:33][C:34](=[O:35])[C:30]=2[CH:29]=1, predict the reaction product. The product is: [Cl:27][C:28]1[CH:29]=[C:30]2[C:31](=[CH:37][C:38]=1[Cl:39])[C:32](=[O:33])[N:23]([C:22]1[CH:24]=[CH:25][CH:26]=[C:20]([CH2:19][CH2:18][N:15]3[CH2:14][CH2:13][N:12]([C:8]4[CH:7]=[CH:6][CH:5]=[C:4]5[C:9]=4[CH:10]=[CH:11][C:2]([CH3:1])=[N:3]5)[CH2:17][CH2:16]3)[CH:21]=1)[C:34]2=[O:35]. (7) Given the reactants [C:1]([C:3]([C:15]#[N:16])=[CH:4][C:5]1[CH:10]=[CH:9][C:8]([NH:11][C:12](=[O:14])[CH3:13])=[CH:7][CH:6]=1)#[N:2].C(#N)[CH:18]([CH2:20][C:21]#[N:22])O.[C:24]1([SH:30])[CH:29]=[CH:28][CH:27]=[CH:26][CH:25]=1.C(O)C.C([N:36](CC)CC)C, predict the reaction product. The product is: [NH2:22][C:21]1[C:20]([C:18]#[N:36])=[C:4]([C:5]2[CH:10]=[CH:9][C:8]([NH:11][C:12](=[O:14])[CH3:13])=[CH:7][CH:6]=2)[C:3]([C:15]#[N:16])=[C:1]([S:30][C:24]2[CH:29]=[CH:28][CH:27]=[CH:26][CH:25]=2)[N:2]=1.